Dataset: Forward reaction prediction with 1.9M reactions from USPTO patents (1976-2016). Task: Predict the product of the given reaction. (1) Given the reactants O=[C:2]1[CH2:7][CH2:6][N:5]([C:8]([O:10][C:11]([CH3:14])([CH3:13])[CH3:12])=[O:9])[CH2:4][CH2:3]1.[CH2:15]([SH:22])[C:16]1[CH:21]=[CH:20][CH:19]=[CH:18][CH:17]=1.[N+:23]([CH3:26])([O-:25])=[O:24].C(N)CN, predict the reaction product. The product is: [CH2:15]([S:22][C:2]1([CH2:26][N+:23]([O-:25])=[O:24])[CH2:7][CH2:6][N:5]([C:8]([O:10][C:11]([CH3:14])([CH3:13])[CH3:12])=[O:9])[CH2:4][CH2:3]1)[C:16]1[CH:21]=[CH:20][CH:19]=[CH:18][CH:17]=1. (2) The product is: [F:13][C:14]1[CH:15]=[C:16]([CH:17]([C:4]2[N:3]([CH3:7])[C:2]([Cl:1])=[N:6][CH:5]=2)[OH:18])[CH:19]=[CH:20][CH:21]=1. Given the reactants [Cl:1][C:2]1[N:3]([CH3:7])[CH:4]=[CH:5][N:6]=1.[Li]CCCC.[F:13][C:14]1[CH:15]=[C:16]([CH:19]=[CH:20][CH:21]=1)[CH:17]=[O:18], predict the reaction product. (3) Given the reactants [CH2:1]([N:8]1[C:16]2[C:11](=[CH:12][C:13]([OH:17])=[CH:14][CH:15]=2)[C:10]([CH3:19])([CH3:18])[CH2:9]1)[C:2]1[CH:7]=[CH:6][CH:5]=[CH:4][CH:3]=1.[CH:20]1([N:26]=[C:27]=[O:28])[CH2:25][CH2:24][CH2:23][CH2:22][CH2:21]1, predict the reaction product. The product is: [CH:20]1([NH:26][C:27](=[O:28])[O:17][C:13]2[CH:12]=[C:11]3[C:16](=[CH:15][CH:14]=2)[N:8]([CH2:1][C:2]2[CH:3]=[CH:4][CH:5]=[CH:6][CH:7]=2)[CH2:9][C:10]3([CH3:19])[CH3:18])[CH2:25][CH2:24][CH2:23][CH2:22][CH2:21]1. (4) Given the reactants [CH3:1][N:2]1[CH2:7][CH2:6][NH:5][CH2:4][CH2:3]1.CN1C(=O)CCC1.C(N(CC)CC)C.F[C:23]1[CH:24]=[CH:25][C:26]([N+:30]([O-:32])=[O:31])=[C:27]([NH2:29])[CH:28]=1, predict the reaction product. The product is: [CH3:1][N:2]1[CH2:7][CH2:6][N:5]([C:23]2[CH:24]=[CH:25][C:26]([N+:30]([O-:32])=[O:31])=[C:27]([NH2:29])[CH:28]=2)[CH2:4][CH2:3]1. (5) Given the reactants [NH2:1][C:2]1[CH:6]=[C:5]([OH:7])[NH:4][N:3]=1.[C:8]1(P(C2C=CC=CC=2)C2C=CC=CC=2)[CH:13]=CC=C[CH:9]=1.N(C(OC(C)C)=O)=NC(OC(C)C)=O.C(O)(C)C, predict the reaction product. The product is: [CH:8]([O:7][C:5]1[NH:4][N:3]=[C:2]([NH2:1])[CH:6]=1)([CH3:13])[CH3:9]. (6) The product is: [N:1]1([C:13]2[CH:20]=[CH:19][CH:18]=[CH:17][C:14]=2[C:15]#[N:16])[C:5]2[CH:6]=[CH:7][CH:8]=[CH:9][C:4]=2[N:3]=[CH:2]1. Given the reactants [N:1]1[C:5]2[CH:6]=[CH:7][CH:8]=[CH:9][C:4]=2[NH:3][CH:2]=1.[H-].[Na+].F[C:13]1[CH:20]=[CH:19][CH:18]=[CH:17][C:14]=1[C:15]#[N:16], predict the reaction product. (7) Given the reactants [F:1][C:2]1[C:3]([CH3:18])=[C:4]([CH:8]=[C:9]([C:11]2[CH:16]=[CH:15][CH:14]=[C:13]([F:17])[CH:12]=2)[CH:10]=1)[C:5]([OH:7])=O.C(Cl)(C(Cl)=O)=O.[NH2:25][C:26]1[C:27]([F:34])=[C:28]([OH:33])[CH:29]=[CH:30][C:31]=1[F:32].C([O-])([O-])=O.[K+].[K+], predict the reaction product. The product is: [F:34][C:27]1[C:28]([OH:33])=[CH:29][CH:30]=[C:31]([F:32])[C:26]=1[NH:25][C:5](=[O:7])[C:4]1[CH:8]=[C:9]([C:11]2[CH:16]=[CH:15][CH:14]=[C:13]([F:17])[CH:12]=2)[CH:10]=[C:2]([F:1])[C:3]=1[CH3:18].